Predict the product of the given reaction. From a dataset of Forward reaction prediction with 1.9M reactions from USPTO patents (1976-2016). (1) Given the reactants [C:1]([O:5][C:6]([NH:8][C:9]1([CH2:12]C(O)=O)[CH2:11][CH2:10]1)=[O:7])([CH3:4])([CH3:3])[CH3:2].[CH3:16][O:17][C:18]([C:20]12[CH2:29][CH:24]3[CH2:25][CH:26]([CH2:28][CH:22]([CH:23]3[NH2:30])[CH2:21]1)[CH2:27]2)=[O:19].C1N(P(Cl)(N2C(=O)OCC2)=O)C(=O)[O:33]C1, predict the reaction product. The product is: [CH3:16][O:17][C:18]([C:20]12[CH2:29][CH:24]3[CH2:25][CH:26]([CH2:28][CH:22]([CH:23]3[NH:30][C:12]([C:9]3([NH:8][C:6]([O:5][C:1]([CH3:2])([CH3:3])[CH3:4])=[O:7])[CH2:10][CH2:11]3)=[O:33])[CH2:21]1)[CH2:27]2)=[O:19]. (2) Given the reactants [Si](O[C@H]([C@H]1C[C@@H](OCCC)CN1C(OC(C)(C)C)=O)[C@@H](NC(=O)C1C=C(C2OC=CN=2)C=C(C(N2CCC[C@@H]2COC)=O)C=1)CC1C=C(F)C=C(F)C=1)(C(C)(C)C)(C)C.[Si]([O:67][C@H:68]([C@H:98]1[CH2:102][C@@H:101]([O:103][CH2:104][CH2:105][CH3:106])[CH2:100][N:99]1C(OC(C)(C)C)=O)[C@@H:69]([NH:79][C:80](=[O:97])[C:81]1[CH:86]=[C:85]([N:87]2[CH2:91][CH2:90][CH2:89][C:88]2=[O:92])[CH:84]=[C:83]([O:93][CH:94]([CH3:96])[CH3:95])[CH:82]=1)[CH2:70][C:71]1[CH:76]=[C:75]([F:77])[CH:74]=[C:73]([F:78])[CH:72]=1)(C(C)(C)C)(C)C.[Si](O[C@H]([C@H]1C[C@@H](OCCC)CN1C(OC(C)(C)C)=O)[C@@H](NC(=O)C1C=C(N2CCCC2=O)C=C(O)C=1)CC1C=C(F)C=C(F)C=1)(C(C)(C)C)(C)C.C(=O)([O-])[O-].[Cs+].[Cs+].IC(C)C, predict the reaction product. The product is: [F:78][C:73]1[CH:72]=[C:71]([CH2:70][C@H:69]([NH:79][C:80](=[O:97])[C:81]2[CH:86]=[C:85]([N:87]3[CH2:91][CH2:90][CH2:89][C:88]3=[O:92])[CH:84]=[C:83]([O:93][CH:94]([CH3:96])[CH3:95])[CH:82]=2)[C@H:68]([OH:67])[C@H:98]2[CH2:102][C@@H:101]([O:103][CH2:104][CH2:105][CH3:106])[CH2:100][NH:99]2)[CH:76]=[C:75]([F:77])[CH:74]=1. (3) Given the reactants [Br:1][C:2]1[CH:17]=[C:16]([S:18]([CH2:21][CH3:22])(=[O:20])=[O:19])[CH:15]=[CH:14][C:3]=1[O:4][C:5]1[C:10]([CH3:11])=[CH:9][CH:8]=[CH:7][C:6]=1[CH2:12]O.P(Br)(Br)[Br:24], predict the reaction product. The product is: [Br:1][C:2]1[CH:17]=[C:16]([S:18]([CH2:21][CH3:22])(=[O:20])=[O:19])[CH:15]=[CH:14][C:3]=1[O:4][C:5]1[C:10]([CH3:11])=[CH:9][CH:8]=[CH:7][C:6]=1[CH2:12][Br:24]. (4) Given the reactants [NH2:1][C@@H:2]1[CH2:6][CH2:5][N:4]([C:7]([C:9]2[CH:10]=[C:11]([CH:24]=[CH:25][C:26]=2[F:27])[CH2:12][C:13]2[C:22]3[C:17](=[CH:18][CH:19]=[CH:20][CH:21]=3)[C:16](=[O:23])[NH:15][N:14]=2)=[O:8])[CH2:3]1.[CH:28](=O)[C:29]1[CH:34]=[CH:33][N:32]=[CH:31][CH:30]=1.C(O[BH-](OC(=O)C)OC(=O)C)(=O)C.[Na+], predict the reaction product. The product is: [F:27][C:26]1[CH:25]=[CH:24][C:11]([CH2:12][C:13]2[C:22]3[C:17](=[CH:18][CH:19]=[CH:20][CH:21]=3)[C:16](=[O:23])[NH:15][N:14]=2)=[CH:10][C:9]=1[C:7]([N:4]1[CH2:5][CH2:6][C@@H:2]([NH:1][CH2:28][C:29]2[CH:34]=[CH:33][N:32]=[CH:31][CH:30]=2)[CH2:3]1)=[O:8].